This data is from Reaction yield outcomes from USPTO patents with 853,638 reactions. The task is: Predict the reaction yield, written as a fraction of the theoretical maximum amount of product (1.0 means a 100% yield; for example, 0.34 means a 34% yield). (1) The reactants are [C:1]([C:3]1[CH:25]=[CH:24][C:6]([C:7]([NH:9][CH2:10][C:11]2[CH:16]=[N:15][C:14]([CH3:17])=[C:13]3[O:18]C(C)(C)[O:20][CH2:21][C:12]=23)=[O:8])=[CH:5][CH:4]=1)#[N:2].C(O)=O. The catalyst is O. The product is [C:1]([C:3]1[CH:4]=[CH:5][C:6]([C:7]([NH:9][CH2:10][C:11]2[CH:16]=[N:15][C:14]([CH3:17])=[C:13]([OH:18])[C:12]=2[CH2:21][OH:20])=[O:8])=[CH:24][CH:25]=1)#[N:2]. The yield is 0.990. (2) The reactants are [NH:1]1[C:9]2[C:4](=[CH:5][CH:6]=[CH:7][CH:8]=2)[CH2:3][C:2]1=[O:10].[Br:11]N1C(=O)CCC1=O. The catalyst is C(#N)C. The product is [Br:11][C:6]1[CH:5]=[C:4]2[C:9](=[CH:8][CH:7]=1)[NH:1][C:2](=[O:10])[CH2:3]2. The yield is 0.900. (3) The product is [ClH:2].[CH2:22]([O:29][C:30]1[CH:31]=[CH:32][C:33]([NH:34][C:3]2[C:12]3[C:7](=[CH:8][C:9]([F:14])=[C:10]([I:13])[CH:11]=3)[N:6]=[CH:5][N:4]=2)=[CH:35][CH:36]=1)[C:23]1[CH:24]=[CH:25][CH:26]=[CH:27][CH:28]=1. The catalyst is ClCCl. The reactants are Cl.[Cl:2][C:3]1[C:12]2[C:7](=[CH:8][C:9]([F:14])=[C:10]([I:13])[CH:11]=2)[N:6]=[CH:5][N:4]=1.O1CCOCC1.Cl.[CH2:22]([O:29][C:30]1[CH:36]=[CH:35][C:33]([NH2:34])=[CH:32][CH:31]=1)[C:23]1[CH:28]=[CH:27][CH:26]=[CH:25][CH:24]=1. The yield is 0.790. (4) The reactants are Cl[C:2]1N=C(C2C(C3C=C(NC(=O)C4C=C(F)C=CC=4F)C=CC=3)=NN3C=CC=CC=23)C=CN=1.[NH2:34][CH2:35][C:36]1[CH:37]=[C:38]([NH:42][C:43]2[N:48]=[C:47]([C:49]3[C:50]([C:58]4[CH:59]=[C:60]([NH:64][C:65](=[O:74])[C:66]5[C:71]([F:72])=[CH:70][CH:69]=[CH:68][C:67]=5[F:73])[CH:61]=[CH:62][CH:63]=4)=[N:51][N:52]4[CH:57]=[CH:56][CH:55]=[CH:54][C:53]=34)[CH:46]=[CH:45][N:44]=2)[CH:39]=[CH:40][CH:41]=1. The catalyst is CC(O)C.Cl.CCOC(C)=O. The product is [F:73][C:67]1[CH:68]=[CH:69][CH:70]=[C:71]([F:72])[C:66]=1[C:65]([NH:64][C:60]1[CH:61]=[CH:62][CH:63]=[C:58]([C:50]2[C:49]([C:47]3[CH:46]=[CH:45][N:44]=[C:43]([NH:42][C:38]4[CH:39]=[CH:40][CH:41]=[C:36]([CH2:35][NH:34][CH3:2])[CH:37]=4)[N:48]=3)=[C:53]3[CH:54]=[CH:55][CH:56]=[CH:57][N:52]3[N:51]=2)[CH:59]=1)=[O:74]. The yield is 0.640. (5) The yield is 0.330. The catalyst is CO. The reactants are [F:1][C:2]1[CH:10]=[C:9]2[C:5]([CH:6]=[N:7][N:8]2[CH3:11])=[CH:4][C:3]=1[CH:12]([C:14]1[N:18]2[N:19]=[C:20]([C:23](=O)[CH3:24])[CH:21]=[CH:22][C:17]2=[N:16][CH:15]=1)[CH3:13].Cl.[NH:27]([C:29]([NH2:31])=[O:30])[NH2:28]. The product is [F:1][C:2]1[CH:10]=[C:9]2[C:5]([CH:6]=[N:7][N:8]2[CH3:11])=[CH:4][C:3]=1[CH:12]([C:14]1[N:18]2[N:19]=[C:20](/[C:23](=[N:28]/[NH:27][C:29]([NH2:31])=[O:30])/[CH3:24])[CH:21]=[CH:22][C:17]2=[N:16][CH:15]=1)[CH3:13].